This data is from HIV replication inhibition screening data with 41,000+ compounds from the AIDS Antiviral Screen. The task is: Binary Classification. Given a drug SMILES string, predict its activity (active/inactive) in a high-throughput screening assay against a specified biological target. (1) The compound is CCN1CCN=C2c3cc(OC)ccc3Nc3c([N+](=O)[O-])ccc1c32. The result is 0 (inactive). (2) The result is 0 (inactive). The drug is CC1(C)OC(CO)C(C(O)C(O)C2SCCCS2)O1. (3) The drug is O=S(=O)([O-])c1cc(O)c2c3c(c(S(=O)(=O)[O-])cc2c1)=N[OH+][Cu-3]1([O+]=3)[O+]=c2c(c(S(=O)(=O)[O-])cc3cc(S(=O)(=O)[O-])cc(O)c23)=N[OH+]1. The result is 0 (inactive). (4) The drug is COC(=O)C1=CCC2c3[nH]c4ccccc4c3CCN2C1. The result is 0 (inactive). (5) The drug is Cc1ccc(S(=O)(=O)SC(C)(C)C)cc1. The result is 0 (inactive). (6) The drug is O=c1c2cc([N+](=O)[O-])ccc2n2n1CCCCC2. The result is 0 (inactive). (7) The compound is Cc1ccnc(NS(=O)(=O)c2ccc(NC(=O)Nc3ccc(Cl)c(C(F)(F)F)c3)cc2)n1. The result is 0 (inactive). (8) The drug is O=C(OC1CC(OC(=O)c2cc(O)c(O)c(O)c2)(C(=O)O)CC(OC(=O)c2cc(O)c(O)c(O)c2)C1OC(=O)c1cc(O)c(O)c(O)c1)c1cc(O)c(O)c(O)c1. The result is 0 (inactive).